Predict which catalyst facilitates the given reaction. From a dataset of Catalyst prediction with 721,799 reactions and 888 catalyst types from USPTO. (1) Product: [CH2:1]([N:8]1[CH2:12][CH:11]([C:13]2[CH:14]=[CH:15][CH:16]=[CH:17][CH:18]=2)[CH:10]([NH2:19])[CH2:9]1)[C:2]1[CH:3]=[CH:4][CH:5]=[CH:6][CH:7]=1. Reactant: [CH2:1]([N:8]1[CH2:12][CH:11]([C:13]2[CH:18]=[CH:17][CH:16]=[CH:15][CH:14]=2)[CH:10]([N+:19]([O-])=O)[CH2:9]1)[C:2]1[CH:7]=[CH:6][CH:5]=[CH:4][CH:3]=1.O.O.Cl[Sn]Cl.C([O-])(O)=O.[Na+]. The catalyst class is: 25. (2) Reactant: [Cl:1][C:2]1[CH:7]=[C:6]([Cl:8])[CH:5]=[CH:4][C:3]=1[C:9]1[N:10]([C:32]2[CH:37]=[CH:36][C:35]([OH:38])=[CH:34][CH:33]=2)[C:11]([CH3:31])=[C:12]([C:14]([NH:16][C@H:17]2[CH2:22][CH2:21][CH2:20][CH2:19][C@H:18]2[NH:23][C:24](=[O:30])[O:25][C:26]([CH3:29])([CH3:28])[CH3:27])=[O:15])[N:13]=1.[F:39][C:40]([F:48])([F:47])[CH2:41][CH2:42][S:43](Cl)(=[O:45])=[O:44]. Product: [F:39][C:40]([F:48])([F:47])[CH2:41][CH2:42][S:43]([O:38][C:35]1[CH:34]=[CH:33][C:32]([N:10]2[C:11]([CH3:31])=[C:12]([C:14]([NH:16][C@H:17]3[CH2:22][CH2:21][CH2:20][CH2:19][C@H:18]3[NH:23][C:24]([O:25][C:26]([CH3:29])([CH3:28])[CH3:27])=[O:30])=[O:15])[N:13]=[C:9]2[C:3]2[CH:4]=[CH:5][C:6]([Cl:8])=[CH:7][C:2]=2[Cl:1])=[CH:37][CH:36]=1)(=[O:45])=[O:44]. The catalyst class is: 2. (3) Reactant: C(OC(N1C2[C:11](=[CH:12][C:13]([C:17](C)([CH3:24])[O:18][SiH2]C(C)(C)C)=CC=2)C=C1)=O)(C)(C)C.[Si:26](Cl)([C:29]([CH3:32])([CH3:31])[CH3:30])([CH3:28])[CH3:27].N1[CH:38]=[CH:37][N:36]=[CH:35]1. Product: [C:29]([Si:26]([CH3:28])([CH3:27])[O:18][C:17]1[CH:13]=[C:12]2[C:37](=[CH:38][CH:24]=1)[NH:36][CH:35]=[CH:11]2)([CH3:32])([CH3:31])[CH3:30]. The catalyst class is: 9. (4) Reactant: I[CH2:2][CH2:3][CH2:4][C:5]#[C:6][C@H:7]1[CH2:12][CH2:11][C@H:10]([N:13]([CH3:27])[S:14]([C:17]2[CH:22]=[CH:21][C:20]([C:23]([F:26])([F:25])[F:24])=[CH:19][CH:18]=2)(=[O:16])=[O:15])[CH2:9][CH2:8]1.[CH3:28][NH:29][CH2:30][CH2:31][CH3:32]. Product: [CH3:27][N:13]([C@H:10]1[CH2:11][CH2:12][C@H:7]([C:6]#[C:5][CH2:4][CH2:3][CH2:2][N:29]([CH3:28])[CH2:30][CH2:31][CH3:32])[CH2:8][CH2:9]1)[S:14]([C:17]1[CH:22]=[CH:21][C:20]([C:23]([F:26])([F:25])[F:24])=[CH:19][CH:18]=1)(=[O:16])=[O:15]. The catalyst class is: 5. (5) Reactant: [CH3:1][C:2]([CH3:22])([CH3:21])[C@H:3]([OH:20])[CH2:4][N:5]1[CH:9]=[CH:8][C:7]([C:10]2[CH:15]=[CH:14][C:13]([C:16]([F:19])([F:18])[F:17])=[CH:12][CH:11]=2)=[N:6]1.N1C=CC=CC=1.Cl[C:30]([O:32][C:33]1[CH:38]=[CH:37][C:36]([N+:39]([O-:41])=[O:40])=[CH:35][CH:34]=1)=[O:31]. Product: [C:30](=[O:31])([O:32][C:33]1[CH:34]=[CH:35][C:36]([N+:39]([O-:41])=[O:40])=[CH:37][CH:38]=1)[O:20][C@H:3]([CH2:4][N:5]1[CH:9]=[CH:8][C:7]([C:10]2[CH:15]=[CH:14][C:13]([C:16]([F:19])([F:18])[F:17])=[CH:12][CH:11]=2)=[N:6]1)[C:2]([CH3:22])([CH3:21])[CH3:1]. The catalyst class is: 4. (6) Reactant: [S:1]1[C:5]2[CH:6]=[CH:7][C:8]([CH2:10][CH2:11][O:12][CH2:13][CH2:14][CH2:15][N:16]3[CH2:19][CH:18]([OH:20])[CH2:17]3)=[CH:9][C:4]=2[CH:3]=[CH:2]1.[C:21]([OH:30])(=[O:29])[C@@H:22]([C@H:24]([C:26]([OH:28])=[O:27])[OH:25])[OH:23].C(O)C. Product: [C:26]([C@@H:24]([C@H:22]([C:21]([OH:30])=[O:29])[OH:23])[OH:25])([OH:28])=[O:27].[S:1]1[C:5]2[CH:6]=[CH:7][C:8]([CH2:10][CH2:11][O:12][CH2:13][CH2:14][CH2:15][N:16]3[CH2:19][CH:18]([OH:20])[CH2:17]3)=[CH:9][C:4]=2[CH:3]=[CH:2]1. The catalyst class is: 13. (7) Reactant: [Si]([O:18][C@@H:19]1[C@H:23]([CH2:24]/[CH:25]=[CH:26]\[CH2:27][CH2:28][CH2:29][C:30]([OH:32])=[O:31])[C@@H:22](/[CH:33]=[CH:34]/[C:35]([O:42][Si](C(C)(C)C)(C2C=CC=CC=2)C2C=CC=CC=2)([CH3:41])[CH2:36][CH2:37][CH2:38][CH2:39][CH3:40])[C:21](=[CH2:60])[CH2:20]1)(C(C)(C)C)(C1C=CC=CC=1)C1C=CC=CC=1.CCCC[N+](CCCC)(CCCC)CCCC.[F-].O. Product: [OH:18][C@@H:19]1[C@H:23]([CH2:24]/[CH:25]=[CH:26]\[CH2:27][CH2:28][CH2:29][C:30]([OH:32])=[O:31])[C@@H:22](/[CH:33]=[CH:34]/[C:35]([OH:42])([CH3:41])[CH2:36][CH2:37][CH2:38][CH2:39][CH3:40])[C:21](=[CH2:60])[CH2:20]1. The catalyst class is: 1.